From a dataset of Catalyst prediction with 721,799 reactions and 888 catalyst types from USPTO. Predict which catalyst facilitates the given reaction. (1) Reactant: C(N(CC)CC)C.[Cl:8][C:9]1[CH:10]=[C:11]([C:16]([C@H:18]2[CH2:20][C@@H:19]2[C:21]([OH:23])=O)=[O:17])[CH:12]=[CH:13][C:14]=1[Cl:15].[NH2:24][C:25]1[CH:30]=[CH:29][CH:28]=[CH:27][CH:26]=1.C(Cl)CCl.C1C=CC2N(O)N=NC=2C=1. Product: [Cl:8][C:9]1[CH:10]=[C:11]([C:16]([C@H:18]2[CH2:20][C@@H:19]2[C:21]([NH:24][C:25]2[CH:30]=[CH:29][CH:28]=[CH:27][CH:26]=2)=[O:23])=[O:17])[CH:12]=[CH:13][C:14]=1[Cl:15]. The catalyst class is: 3. (2) Reactant: Br[CH2:2][CH:3]([CH2:6][CH3:7])[CH2:4][CH3:5].[CH2:8]([CH2:10][NH2:11])[OH:9]. Product: [CH2:4]([CH:3]([CH2:6][CH3:7])[CH2:2][NH:11][CH2:10][CH2:8][OH:9])[CH3:5]. The catalyst class is: 8. (3) Reactant: [C:1]([O:4][C@@H:5]1[C@@H:10]([O:11][C:12](=[O:14])[CH3:13])[C@H:9]([O:15][C:16](=[O:18])[CH3:17])[C@@H:8]([CH2:19][O:20][C:21](=[O:23])[CH3:22])[O:7][C@:6]1([CH2:26][CH2:27][O:28][C:29]1[CH:34]=[CH:33][C:32]([CH2:35][C:36]2[CH:41]=[CH:40][C:39]([CH2:42][CH3:43])=[CH:38][CH:37]=2)=[C:31]([Cl:44])[CH:30]=1)OC)(=O)[CH3:2].C1(C)C=CC=CC=1.B(F)(F)F.O(CC)CC.[OH2:61]. Product: [C:1]([O:4][C@@H:5]1[C@@H:10]([O:11][C:12](=[O:14])[CH3:13])[C@H:9]([O:15][C:16](=[O:18])[CH3:17])[C@@H:8]([CH2:19][O:20][C:21](=[O:23])[CH3:22])[O:7][C@:6]21[C:34]1[C:29](=[CH:30][C:31]([Cl:44])=[C:32]([CH2:35][C:36]3[CH:41]=[CH:40][C:39]([CH2:42][CH3:43])=[CH:38][CH:37]=3)[CH:33]=1)[O:28][CH2:27][CH2:26]2)(=[O:61])[CH3:2]. The catalyst class is: 2. (4) Reactant: [O:1]1[CH2:6][CH2:5][N:4]([CH2:7][C:8]([O:10]CC)=[O:9])[CH2:3][CH2:2]1. Product: [O:1]1[CH2:6][CH2:5][N:4]([CH2:7][C:8]([OH:10])=[O:9])[CH2:3][CH2:2]1. The catalyst class is: 33. (5) Reactant: [Cl:1][C:2]1[CH:24]=[CH:23][C:5]([C:6]([NH:8][CH2:9][CH:10]2[CH2:15][CH2:14][N:13](C(OC(C)(C)C)=O)[CH2:12][CH2:11]2)=[O:7])=[CH:4][C:3]=1[O:25][CH3:26].[F:27][C:28]([F:33])([F:32])[C:29]([OH:31])=[O:30]. Product: [F:27][C:28]([F:33])([F:32])[C:29]([OH:31])=[O:30].[Cl:1][C:2]1[CH:24]=[CH:23][C:5]([C:6]([NH:8][CH2:9][CH:10]2[CH2:11][CH2:12][NH:13][CH2:14][CH2:15]2)=[O:7])=[CH:4][C:3]=1[O:25][CH3:26]. The catalyst class is: 4. (6) Reactant: N1([CH:10]([NH:26][C:27](=[O:30])[O:28][CH3:29])[CH2:11][C@H:12]([NH:15][C:16]2[CH:21]=[CH:20][C:19]([C:22]([F:25])([F:24])[F:23])=[CH:18][CH:17]=2)[CH2:13][CH3:14])C2C=CC=CC=2N=N1.O.C1(C)C=CC(S(O)(=O)=O)=CC=1.C(OCC)(=O)C.C(=O)(O)[O-].[Na+]. Product: [CH2:13]([C@@H:12]1[CH2:11][C@H:10]([NH:26][C:27](=[O:30])[O:28][CH3:29])[C:17]2[C:16](=[CH:21][CH:20]=[C:19]([C:22]([F:23])([F:24])[F:25])[CH:18]=2)[NH:15]1)[CH3:14]. The catalyst class is: 5.